From a dataset of NCI-60 drug combinations with 297,098 pairs across 59 cell lines. Regression. Given two drug SMILES strings and cell line genomic features, predict the synergy score measuring deviation from expected non-interaction effect. (1) Drug 1: C1=NC2=C(N=C(N=C2N1C3C(C(C(O3)CO)O)F)Cl)N. Drug 2: CC1C(C(CC(O1)OC2CC(CC3=C2C(=C4C(=C3O)C(=O)C5=CC=CC=C5C4=O)O)(C(=O)C)O)N)O. Cell line: SNB-19. Synergy scores: CSS=46.6, Synergy_ZIP=-8.52, Synergy_Bliss=-6.80, Synergy_Loewe=-2.98, Synergy_HSA=-1.30. (2) Drug 1: C1CCN(CC1)CCOC2=CC=C(C=C2)C(=O)C3=C(SC4=C3C=CC(=C4)O)C5=CC=C(C=C5)O. Drug 2: CC1=C(C(=O)C2=C(C1=O)N3CC4C(C3(C2COC(=O)N)OC)N4)N. Cell line: HCT116. Synergy scores: CSS=32.2, Synergy_ZIP=-0.0300, Synergy_Bliss=-5.10, Synergy_Loewe=-19.9, Synergy_HSA=-6.56. (3) Drug 1: CC1C(C(CC(O1)OC2CC(OC(C2O)C)OC3=CC4=CC5=C(C(=O)C(C(C5)C(C(=O)C(C(C)O)O)OC)OC6CC(C(C(O6)C)O)OC7CC(C(C(O7)C)O)OC8CC(C(C(O8)C)O)(C)O)C(=C4C(=C3C)O)O)O)O. Drug 2: COC1=NC(=NC2=C1N=CN2C3C(C(C(O3)CO)O)O)N. Cell line: UACC62. Synergy scores: CSS=6.38, Synergy_ZIP=0.188, Synergy_Bliss=-1.29, Synergy_Loewe=-58.5, Synergy_HSA=-1.65.